Dataset: Full USPTO retrosynthesis dataset with 1.9M reactions from patents (1976-2016). Task: Predict the reactants needed to synthesize the given product. Given the product [F:1][C:2]([F:7])([F:6])[C:3]([OH:5])=[O:4].[NH2:46][CH2:44][C:45]([NH:8][C@H:9]([C:14]([N:16]1[CH2:43][CH2:42][CH2:41][C@@H:17]1[C:18]([NH:20][CH2:21][CH2:22][CH2:23][NH:24][C:25]1[C:38]2[C:37](=[O:39])[C:36]3[C:31](=[CH:32][CH:33]=[CH:34][CH:35]=3)[C:30](=[O:40])[C:29]=2[CH:28]=[CH:27][CH:26]=1)=[O:19])=[O:15])[CH2:10][CH:11]([CH3:12])[CH3:13])=[O:4], predict the reactants needed to synthesize it. The reactants are: [F:1][C:2]([F:7])([F:6])[C:3]([OH:5])=[O:4].[NH2:8][C@H:9]([C:14]([N:16]1[CH2:43][CH2:42][CH2:41][C@@H:17]1[C:18]([NH:20][CH2:21][CH2:22][CH2:23][NH:24][C:25]1[C:38]2[C:37](=[O:39])[C:36]3[C:31](=[CH:32][CH:33]=[CH:34][CH:35]=3)[C:30](=[O:40])[C:29]=2[CH:28]=[CH:27][CH:26]=1)=[O:19])=[O:15])[CH2:10][CH:11]([CH3:13])[CH3:12].[CH2:44]([N:46](CC)CC)[CH3:45].